This data is from Forward reaction prediction with 1.9M reactions from USPTO patents (1976-2016). The task is: Predict the product of the given reaction. Given the reactants [C:1]([CH:4]([CH2:17][CH:18]=[CH2:19])[C:5]([NH:7][C:8]1[CH:13]=[CH:12][C:11]([CH:14]([CH3:16])[CH3:15])=[CH:10][CH:9]=1)=[O:6])(=[O:3])[CH3:2].N#N, predict the reaction product. The product is: [C:1]([CH:4]([CH2:17][CH2:18][CH3:19])[C:5]([NH:7][C:8]1[CH:9]=[CH:10][C:11]([CH:14]([CH3:15])[CH3:16])=[CH:12][CH:13]=1)=[O:6])(=[O:3])[CH3:2].